This data is from Catalyst prediction with 721,799 reactions and 888 catalyst types from USPTO. The task is: Predict which catalyst facilitates the given reaction. (1) Reactant: [CH2:1]([C@:4]1([C:27]2[CH:32]=[CH:31][C:30]([F:33])=[CH:29][CH:28]=2)[CH2:9][CH2:8][N:7]([C@H](C2C=CC(C3C=CC(F)=CC=3F)=CC=2)C)[C:6](=[O:26])[NH:5]1)[CH:2]=[CH2:3].[OH-:34].[Na+].OO. Product: [F:33][C:30]1[CH:31]=[CH:32][C:27]([C:4]2([CH2:1][CH2:2][CH2:3][OH:34])[CH2:9][CH2:8][NH:7][C:6](=[O:26])[NH:5]2)=[CH:28][CH:29]=1. The catalyst class is: 1. (2) Reactant: [CH2:1]([N:3]1[CH2:8][C:7]([CH3:10])([CH3:9])[O:6][C:5](=[O:11])[CH:4]1[CH2:12][C:13]([OH:15])=O)[CH3:2].C(N(C(C)C)CC)(C)C.CN(C(ON1N=NC2C=CC=NC1=2)=[N+](C)C)C.F[P-](F)(F)(F)(F)F.[NH2:49][CH:50]1[CH2:55][CH2:54][N:53]([CH2:56][C:57]2[CH:62]=[CH:61][CH:60]=[CH:59][CH:58]=2)[CH2:52][CH2:51]1. Product: [CH2:56]([N:53]1[CH2:54][CH2:55][CH:50]([NH:49][C:13](=[O:15])[CH2:12][CH:4]2[C:5](=[O:11])[O:6][C:7]([CH3:9])([CH3:10])[CH2:8][N:3]2[CH2:1][CH3:2])[CH2:51][CH2:52]1)[C:57]1[CH:58]=[CH:59][CH:60]=[CH:61][CH:62]=1. The catalyst class is: 3. (3) Reactant: [CH2:1]([O:8][C:9]([NH:11][C@@H:12]([C@H:16]([OH:18])[CH3:17])[C:13](O)=[O:14])=[O:10])[C:2]1[CH:7]=[CH:6][CH:5]=[CH:4][CH:3]=1.[Cl-].[NH4+].C[N:22](C(ON1N=NC2C=CC=NC1=2)=[N+](C)C)C.F[P-](F)(F)(F)(F)F. Product: [NH2:22][C:13](=[O:14])[C@@H:12]([NH:11][C:9](=[O:10])[O:8][CH2:1][C:2]1[CH:7]=[CH:6][CH:5]=[CH:4][CH:3]=1)[C@H:16]([OH:18])[CH3:17]. The catalyst class is: 2. (4) Reactant: CCCC[N+](CCCC)(CCCC)CCCC.[F-].[Si]([O:26][CH2:27][CH2:28][O:29][C:30]1[C:35]([C:36]2[C:41]3[N:42]([CH2:54][C@H:55]4[CH2:60][CH2:59][C@H:58]([CH3:61])[CH2:57][CH2:56]4)[C:43]([N:45]4[CH2:50][CH2:49][O:48][C@@H:47]5[CH2:51][CH2:52][CH2:53][C@@H:46]45)=[N:44][C:40]=3[CH:39]=[C:38]([C:62]3[NH:66][C:65](=[O:67])[O:64][N:63]=3)[N:37]=2)=[CH:34][C:33]([Cl:68])=[CH:32][N:31]=1)(C(C)(C)C)(C)C. Product: [Cl:68][C:33]1[CH:34]=[C:35]([C:36]2[N:37]=[C:38]([C:62]3[NH:66][C:65](=[O:67])[O:64][N:63]=3)[CH:39]=[C:40]3[N:44]=[C:43]([N:45]4[CH2:50][CH2:49][O:48][C@@H:47]5[CH2:51][CH2:52][CH2:53][C@@H:46]45)[N:42]([CH2:54][C@H:55]4[CH2:56][CH2:57][C@H:58]([CH3:61])[CH2:59][CH2:60]4)[C:41]=23)[C:30]([O:29][CH2:28][CH2:27][OH:26])=[N:31][CH:32]=1. The catalyst class is: 1. (5) Reactant: [CH3:1][C:2]1([CH3:14])[C:6]([CH3:8])([CH3:7])[O:5][B:4]([C:9]2[CH:10]=[N:11][NH:12][CH:13]=2)[O:3]1.C(=O)([O-])[O-].[K+].[K+].Cl[CH2:22][C:23]1[CH:28]=[CH:27][C:26]([O:29][CH3:30])=[CH:25][CH:24]=1. Product: [CH3:30][O:29][C:26]1[CH:27]=[CH:28][C:23]([CH2:22][N:12]2[CH:13]=[C:9]([B:4]3[O:5][C:6]([CH3:7])([CH3:8])[C:2]([CH3:14])([CH3:1])[O:3]3)[CH:10]=[N:11]2)=[CH:24][CH:25]=1. The catalyst class is: 10. (6) Reactant: [F:1][C:2]1[CH:7]=[CH:6][C:5]([C:8]#[C:9][C:10]([O:12][CH3:13])=[O:11])=[CH:4][CH:3]=1.CC1C=C(C)C=C(C)C=1S([O-])(=O)=O.[NH2:27][N+:28]1[CH:33]=[CH:32][CH:31]=[C:30]([CH3:34])[CH:29]=1.N1(C2CCCCCCCCCC2)CCCN=CCCCCC1. Product: [F:1][C:2]1[CH:3]=[CH:4][C:5]([C:8]2[C:9]([C:10]([O:12][CH3:13])=[O:11])=[C:33]3[CH:32]=[CH:31][C:30]([CH3:34])=[CH:29][N:28]3[N:27]=2)=[CH:6][CH:7]=1.[F:1][C:2]1[CH:3]=[CH:4][C:5]([C:8]2[C:9]([C:10]([O:12][CH3:13])=[O:11])=[C:29]3[C:30]([CH3:34])=[CH:31][CH:32]=[CH:33][N:28]3[N:27]=2)=[CH:6][CH:7]=1. The catalyst class is: 10.